This data is from CYP2C19 inhibition data for predicting drug metabolism from PubChem BioAssay. The task is: Regression/Classification. Given a drug SMILES string, predict its absorption, distribution, metabolism, or excretion properties. Task type varies by dataset: regression for continuous measurements (e.g., permeability, clearance, half-life) or binary classification for categorical outcomes (e.g., BBB penetration, CYP inhibition). Dataset: cyp2c19_veith. The molecule is CCOC(=O)CC(NC(=O)c1cccs1)c1ccc(OCC)cc1. The result is 1 (inhibitor).